This data is from Forward reaction prediction with 1.9M reactions from USPTO patents (1976-2016). The task is: Predict the product of the given reaction. (1) Given the reactants [CH2:1]([P:3]([CH2:6][CH2:7][CH3:8])(=[O:5])[OH:4])[CH3:2].[CH2:9](O)[CH2:10][OH:11], predict the reaction product. The product is: [CH2:1]([P:3]([CH2:6][CH2:7][CH3:8])(=[O:4])[O:5][CH2:9][CH2:10][OH:11])[CH3:2]. (2) Given the reactants [CH:1]1[C:11]2[CH:10]=[CH:9][C:8]3[CH:12]=[CH:13][CH:14]=[CH:15][C:7]=3[C:6](=[C:16]3[CH2:21][CH2:20][N:19]([C:22](=[O:39])[CH2:23][NH:24][C:25]([CH:27]4[CH2:31][CH2:30][CH2:29][N:28]4C(OC(C)(C)C)=O)=[O:26])[CH2:18][CH2:17]3)[C:5]=2[CH:4]=[CH:3][CH:2]=1.[ClH:40].O1CCOCC1, predict the reaction product. The product is: [ClH:40].[CH:1]1[C:11]2[CH:10]=[CH:9][C:8]3[CH:12]=[CH:13][CH:14]=[CH:15][C:7]=3[C:6](=[C:16]3[CH2:21][CH2:20][N:19]([C:22](=[O:39])[CH2:23][NH:24][C:25]([C@H:27]4[CH2:31][CH2:30][CH2:29][NH:28]4)=[O:26])[CH2:18][CH2:17]3)[C:5]=2[CH:4]=[CH:3][CH:2]=1.